Dataset: Forward reaction prediction with 1.9M reactions from USPTO patents (1976-2016). Task: Predict the product of the given reaction. (1) Given the reactants Br[C:2]1[CH:3]=[C:4]([N:8]2[C:12]3[N:13]=[C:14]([CH3:16])[S:15][C:11]=3[C:10]([C:17]([O:19][CH2:20][CH3:21])=[O:18])=[N:9]2)[CH:5]=[CH:6][CH:7]=1.[C:22]([C@:24]1([OH:31])[CH2:28][CH2:27][N:26]([CH3:29])[C:25]1=[O:30])#[CH:23], predict the reaction product. The product is: [OH:31][C@@:24]1([C:22]#[C:23][C:2]2[CH:3]=[C:4]([N:8]3[C:12]4[N:13]=[C:14]([CH3:16])[S:15][C:11]=4[C:10]([C:17]([O:19][CH2:20][CH3:21])=[O:18])=[N:9]3)[CH:5]=[CH:6][CH:7]=2)[CH2:28][CH2:27][N:26]([CH3:29])[C:25]1=[O:30]. (2) Given the reactants [CH:1]1([OH:6])[CH2:5][CH2:4][CH2:3][CH2:2]1.C1(P(C2C=CC=CC=2)C2C=CC=CC=2)C=CC=CC=1.[CH3:26][O:27][C:28](=[O:39])[CH2:29][C:30]1[CH:35]=[CH:34][C:33](O)=[C:32]([O:37][CH3:38])[CH:31]=1.CCOC(/N=N/C(OCC)=O)=O, predict the reaction product. The product is: [CH3:26][O:27][C:28](=[O:39])[CH2:29][C:30]1[CH:35]=[CH:34][C:33]([O:6][CH:1]2[CH2:5][CH2:4][CH2:3][CH2:2]2)=[C:32]([O:37][CH3:38])[CH:31]=1.